This data is from Reaction yield outcomes from USPTO patents with 853,638 reactions. The task is: Predict the reaction yield, written as a fraction of the theoretical maximum amount of product (1.0 means a 100% yield; for example, 0.34 means a 34% yield). (1) The reactants are O[C:2]1[CH:7]=[CH:6][CH:5]=[CH:4][C:3]=1[C:8]1[CH:9]=[C:10]2[N:15]([CH:16]=1)[CH:14]=[CH:13][CH:12]=[CH:11]2.[Cl-].[CH3:18][O-:19].[Na+]. The product is [N:15]1([CH:16]([CH3:8])[CH2:18][O:19][C:2]2[CH:7]=[CH:6][CH:5]=[CH:4][C:3]=2[C:8]2[CH:9]=[C:10]3[N:15]([CH:16]=2)[CH:14]=[CH:13][CH:12]=[CH:11]3)[CH2:10][CH2:11][CH2:12][CH2:13][CH2:14]1. The catalyst is CN(C)C=O. The yield is 0.404. (2) The catalyst is CO. The yield is 0.640. The product is [CH3:17][O:16][N:18]=[C:11]1[CH2:12][CH2:13][N:8]([C:5]2[CH:6]=[CH:7][C:2]([NH2:1])=[CH:3][CH:4]=2)[CH2:9][CH2:10]1. The reactants are [NH2:1][C:2]1[CH:7]=[CH:6][C:5]([N:8]2[CH2:13][CH2:12][C:11](=O)[CH2:10][CH2:9]2)=[CH:4][CH:3]=1.Cl.[O:16]([NH2:18])[CH3:17]. (3) The catalyst is C1COCC1. The product is [Cl:1][C:2]1[CH:3]=[C:4]([C:9]2([C:28]([F:29])([F:31])[F:30])[S:13][N:12]=[C:11]([C:14]3[CH:26]=[CH:25][C:17]([C:18]([O:20][C:21]([CH3:24])([CH3:23])[CH3:22])=[O:19])=[C:16]([CH3:27])[CH:15]=3)[CH:10]2[F:52])[CH:5]=[C:6]([Cl:8])[CH:7]=1. The yield is 0.620. The reactants are [Cl:1][C:2]1[CH:3]=[C:4]([C:9]2([C:28]([F:31])([F:30])[F:29])[S:13][N:12]=[C:11]([C:14]3[CH:26]=[CH:25][C:17]([C:18]([O:20][C:21]([CH3:24])([CH3:23])[CH3:22])=[O:19])=[C:16]([CH3:27])[CH:15]=3)[CH2:10]2)[CH:5]=[C:6]([Cl:8])[CH:7]=1.[Li+].C[Si]([N-][Si](C)(C)C)(C)C.C1C=CC(S(N(S(C2C=CC=CC=2)(=O)=O)[F:52])(=O)=O)=CC=1. (4) The reactants are [Cl:1][C:2]1[S:6][C:5]([C:7](=O)[CH2:8][C:9]2[CH:14]=[CH:13][N:12]=[CH:11][CH:10]=2)=[CH:4][CH:3]=1.[CH:16]([NH:20][NH2:21])([CH2:18][CH3:19])[CH3:17].[CH2:22](N(CC)CC)C. The catalyst is ClCCl. The product is [CH:16]([N:20]1[CH:22]=[C:8]([C:9]2[CH:14]=[CH:13][N:12]=[CH:11][CH:10]=2)[C:7]([C:5]2[S:6][C:2]([Cl:1])=[CH:3][CH:4]=2)=[N:21]1)([CH2:18][CH3:19])[CH3:17].[CH:16]([N:20]1[C:7]([C:5]2[S:6][C:2]([Cl:1])=[CH:3][CH:4]=2)=[C:8]([C:9]2[CH:14]=[CH:13][N:12]=[CH:11][CH:10]=2)[CH:22]=[N:21]1)([CH2:18][CH3:19])[CH3:17]. The yield is 0.160. (5) The reactants are [OH:1][C:2]1[CH:7]=[CH:6][C:5]([C:8](=[O:10])[CH3:9])=[CH:4][C:3]=1[N+:11]([O-:13])=[O:12].C([O-])([O-])=O.[K+].[K+].Br[CH2:21][CH3:22].[NH4+].[Cl-]. The catalyst is CN(C=O)C. The product is [CH2:21]([O:1][C:2]1[CH:7]=[CH:6][C:5]([C:8](=[O:10])[CH3:9])=[CH:4][C:3]=1[N+:11]([O-:13])=[O:12])[CH3:22]. The yield is 0.960.